Dataset: Full USPTO retrosynthesis dataset with 1.9M reactions from patents (1976-2016). Task: Predict the reactants needed to synthesize the given product. (1) Given the product [F:17][C:13]1[C:3]([C:4](=[O:5])[NH:6][C:7]2[CH:12]=[CH:11][CH:10]=[CH:9][CH:8]=2)=[C:2]([NH:1][C:27](=[O:28])[C@@H:26]([NH:25][C:23](=[O:24])[O:22][C:18]([CH3:20])([CH3:19])[CH3:21])[CH2:30][CH3:31])[CH:16]=[CH:15][CH:14]=1, predict the reactants needed to synthesize it. The reactants are: [NH2:1][C:2]1[CH:16]=[CH:15][CH:14]=[C:13]([F:17])[C:3]=1[C:4]([NH:6][C:7]1[CH:12]=[CH:11][CH:10]=[CH:9][CH:8]=1)=[O:5].[C:18]([O:22][C:23]([NH:25][C@@H:26]([CH2:30][CH3:31])[C:27](O)=[O:28])=[O:24])([CH3:21])([CH3:20])[CH3:19].CN(C(ON1N=NC2C=CC=NC1=2)=[N+](C)C)C.F[P-](F)(F)(F)(F)F.CCN(C(C)C)C(C)C. (2) Given the product [CH3:23][O:24][C:25]1[CH:26]=[CH:27][C:28]([N:31]2[CH2:36][CH2:35][N:34]([CH2:21][CH2:20][CH2:19][C:9]3[CH:10]=[C:11]([C:12]4[CH:17]=[CH:16][C:15]([CH3:18])=[CH:14][CH:13]=4)[N:7]([C:1]4[CH:6]=[CH:5][CH:4]=[CH:3][CH:2]=4)[N:8]=3)[CH2:33][CH2:32]2)=[CH:29][CH:30]=1, predict the reactants needed to synthesize it. The reactants are: [C:1]1([N:7]2[C:11]([C:12]3[CH:17]=[CH:16][C:15]([CH3:18])=[CH:14][CH:13]=3)=[CH:10][C:9]([CH2:19][CH2:20][CH:21]=O)=[N:8]2)[CH:6]=[CH:5][CH:4]=[CH:3][CH:2]=1.[CH3:23][O:24][C:25]1[CH:30]=[CH:29][C:28]([N:31]2[CH2:36][CH2:35][NH:34][CH2:33][CH2:32]2)=[CH:27][CH:26]=1.CCN(C(C)C)C(C)C.[BH-](OC(C)=O)(OC(C)=O)OC(C)=O.[Na+]. (3) Given the product [CH2:14]([NH:13][CH:6]([CH3:5])[CH2:7][CH2:8][CH2:9][CH2:10][CH2:11][CH3:12])[CH3:15], predict the reactants needed to synthesize it. The reactants are: B.CSC.[CH3:5][CH:6]([NH:13][C:14](=O)[CH3:15])[CH2:7][CH2:8][CH2:9][CH2:10][CH2:11][CH3:12]. (4) Given the product [CH3:1][C@@H:2]1[CH2:6][CH2:5][CH2:4][N:3]1[CH2:7][CH2:8][C:9]1[CH:14]=[CH:13][C:12]([C:15]2[CH:16]=[CH:17][C:18]([C:21]3([C:26]([NH:30][CH2:31][CH2:32][C:33]([O:35][CH3:36])=[O:34])=[O:27])[CH2:25][CH2:24][CH2:23][CH2:22]3)=[CH:19][CH:20]=2)=[CH:11][CH:10]=1, predict the reactants needed to synthesize it. The reactants are: [CH3:1][C@@H:2]1[CH2:6][CH2:5][CH2:4][N:3]1[CH2:7][CH2:8][C:9]1[CH:14]=[CH:13][C:12]([C:15]2[CH:20]=[CH:19][C:18]([C:21]3([C:26](O)=[O:27])[CH2:25][CH2:24][CH2:23][CH2:22]3)=[CH:17][CH:16]=2)=[CH:11][CH:10]=1.Cl.[NH2:30][CH2:31][CH2:32][C:33]([O:35][CH3:36])=[O:34].CN(C(ON1N=NC2C=CC=NC1=2)=[N+](C)C)C.F[P-](F)(F)(F)(F)F.Cl.